The task is: Predict the product of the given reaction.. This data is from Forward reaction prediction with 1.9M reactions from USPTO patents (1976-2016). (1) Given the reactants [C:1]([O:5][C:6](=[O:43])[NH:7][C:8]([N:17]1[CH2:21][CH2:20][C@H:19]([O:22][NH:23][C:24]([C@@H:26]2[CH2:32][CH2:31][C@@H:30]3[CH2:33][N:27]2[C:28](=[O:42])[N:29]3[O:34]CC2C=CC=CC=2)=[O:25])[CH2:18]1)=[N:9][C:10](=[O:16])[O:11][C:12]([CH3:15])([CH3:14])[CH3:13])([CH3:4])([CH3:3])[CH3:2], predict the reaction product. The product is: [C:12]([O:11][C:10](=[O:16])[NH:9][C:8]([N:17]1[CH2:21][CH2:20][C@H:19]([O:22][NH:23][C:24]([C@@H:26]2[CH2:32][CH2:31][C@@H:30]3[CH2:33][N:27]2[C:28](=[O:42])[N:29]3[OH:34])=[O:25])[CH2:18]1)=[N:7][C:6](=[O:43])[O:5][C:1]([CH3:4])([CH3:3])[CH3:2])([CH3:13])([CH3:14])[CH3:15]. (2) The product is: [CH3:20][S:21]([O:1][CH2:2][C@H:3]([NH:5][C:6]([O:7][C:8]([CH3:11])([CH3:10])[CH3:9])=[O:12])[CH3:4])(=[O:23])=[O:22]. Given the reactants [OH:1][CH2:2][C@H:3]([NH:5][C:6](=[O:12])[O:7][C:8]([CH3:11])([CH3:10])[CH3:9])[CH3:4].C(N(CC)CC)C.[CH3:20][S:21](Cl)(=[O:23])=[O:22], predict the reaction product. (3) Given the reactants [OH:1][CH2:2][CH2:3][CH2:4][CH2:5][NH:6][C:7](=[O:13])[O:8][C:9]([CH3:12])([CH3:11])[CH3:10].[OH:14][C:15]1[CH:23]=[CH:22][CH:21]=[C:20](O)[C:16]=1[C:17]([O-:19])=[O:18].[C:25]1(P(C2C=CC=CC=2)C2C=CC=CC=2)C=CC=CC=1.CCOC(/N=N/C(OCC)=O)=O, predict the reaction product. The product is: [C:9]([O:8][C:7]([NH:6][CH2:5][CH2:4][CH2:3][CH2:2][O:1][C:20]1[CH:21]=[CH:22][CH:23]=[C:15]([OH:14])[C:16]=1[C:17]([O:19][CH3:25])=[O:18])=[O:13])([CH3:10])([CH3:12])[CH3:11]. (4) Given the reactants [CH:1]1([C:11]([O:13][CH3:14])=[O:12])[CH2:6][CH2:5][CH:4]([C:7]([O:9][CH3:10])=[O:8])[CH2:3][CH2:2]1.CN(C)P(N(C)C)(N(C)C)=O.C([N-]C(C)C)(C)C.[Li+].Br[CH2:35][CH2:36][Cl:37], predict the reaction product. The product is: [Cl:37][CH2:36][CH2:35][C:4]1([C:7]([O:9][CH3:10])=[O:8])[CH2:3][CH2:2][CH:1]([C:11]([O:13][CH3:14])=[O:12])[CH2:6][CH2:5]1. (5) Given the reactants [N:1]1([CH2:6][CH:7]([OH:10])[CH2:8][OH:9])[CH2:5][CH2:4][CH2:3][CH2:2]1.[H-].[Na+].CS(O[CH2:18][CH2:19][CH2:20][CH2:21][CH2:22][CH2:23][CH2:24][CH2:25]/[CH:26]=[CH:27]\[CH2:28]/[CH:29]=[CH:30]\[CH2:31][CH2:32][CH2:33][CH2:34][CH3:35])(=O)=O, predict the reaction product. The product is: [CH2:18]([O:9][CH2:8][CH:7]([OH:10])[CH2:6][N:1]1[CH2:5][CH2:4][CH2:3][CH2:2]1)[CH2:19][CH2:20][CH2:21][CH2:22][CH2:23][CH2:24][CH2:25]/[CH:26]=[CH:27]\[CH2:28]/[CH:29]=[CH:30]\[CH2:31][CH2:32][CH2:33][CH2:34][CH3:35].